The task is: Predict which catalyst facilitates the given reaction.. This data is from Catalyst prediction with 721,799 reactions and 888 catalyst types from USPTO. (1) Reactant: [C:1]([O:5][C:6]([N:8]1[CH2:12][CH2:11][C@@H:10]([OH:13])[C@H:9]1[C:14]([OH:16])=O)=[O:7])([CH3:4])([CH3:3])[CH3:2].CCN(C(C)C)C(C)C.CN(C(ON1N=NC2C=CC=NC1=2)=[N+](C)C)C.F[P-](F)(F)(F)(F)F.[F:50][C:51]1[CH:56]=[CH:55][C:54]([CH2:57][NH2:58])=[CH:53][C:52]=1[C:59]1[CH:64]=[N:63][C:62]([C:65]([F:68])([F:67])[F:66])=[CH:61][N:60]=1. Product: [F:50][C:51]1[CH:56]=[CH:55][C:54]([CH2:57][NH:58][C:14]([C@@H:9]2[C@H:10]([OH:13])[CH2:11][CH2:12][N:8]2[C:6]([O:5][C:1]([CH3:2])([CH3:3])[CH3:4])=[O:7])=[O:16])=[CH:53][C:52]=1[C:59]1[CH:64]=[N:63][C:62]([C:65]([F:68])([F:66])[F:67])=[CH:61][N:60]=1. The catalyst class is: 35. (2) Reactant: [Br:1][C:2]1[CH:7]=[CH:6][CH:5]=[CH:4][C:3]=1[C:8]([CH3:17])([CH3:16])[CH2:9][C:10](=[O:15])[C:11]([F:14])([F:13])[F:12].[BH4-].[Na+]. Product: [Br:1][C:2]1[CH:7]=[CH:6][CH:5]=[CH:4][C:3]=1[C:8]([CH3:17])([CH3:16])[CH2:9][CH:10]([OH:15])[C:11]([F:13])([F:14])[F:12]. The catalyst class is: 92. (3) Reactant: O[CH2:2][C@H:3]1[CH2:7][CH2:6][CH2:5][N:4]1[CH2:8][CH2:9][C:10]1[CH:15]=[CH:14][C:13]([N:16]2[CH2:20][CH2:19][CH2:18][CH2:17]2)=[CH:12][CH:11]=1.C(N(C(C)C)CC)(C)C.CS([Cl:34])(=O)=O.C(=O)([O-])O.[Na+]. Product: [Cl:34][C@@H:6]1[CH2:7][CH2:2][CH2:3][N:4]([CH2:8][CH2:9][C:10]2[CH:11]=[CH:12][C:13]([N:16]3[CH2:17][CH2:18][CH2:19][CH2:20]3)=[CH:14][CH:15]=2)[CH2:5]1. The catalyst class is: 4. (4) Reactant: [B:1](N(C)C)(N(C)C)[B:2](N(C)C)N(C)C.[OH:15][C:16]([C:19]([OH:22])([CH3:21])[CH3:20])([CH3:18])[CH3:17]. Product: [B:1]1([B:2]2[O:22][C:19]([CH3:21])([CH3:20])[C:16]([CH3:18])([CH3:17])[O:15]2)[O:22][C:19]([CH3:21])([CH3:20])[C:16]([CH3:18])([CH3:17])[O:15]1. The catalyst class is: 27. (5) Reactant: C(OC([N:8]1[C:16]2[C:11](=[CH:12][C:13]([O:17][CH2:18][C:19]3[C:20]([C:30]([F:33])([F:32])[F:31])=[N:21][N:22]([CH:24]4[CH2:29][CH2:28][CH2:27][CH2:26][CH2:25]4)[CH:23]=3)=[CH:14][CH:15]=2)[CH2:10][CH2:9]1)=O)(C)(C)C. Product: [CH:24]1([N:22]2[CH:23]=[C:19]([CH2:18][O:17][C:13]3[CH:12]=[C:11]4[C:16](=[CH:15][CH:14]=3)[NH:8][CH2:9][CH2:10]4)[C:20]([C:30]([F:33])([F:31])[F:32])=[N:21]2)[CH2:29][CH2:28][CH2:27][CH2:26][CH2:25]1. The catalyst class is: 89. (6) Reactant: [N:1]1([C:6]2[N:11]=[CH:10][C:9]([CH2:12][CH:13]([OH:23])[CH2:14][O:15][Si:16]([C:19]([CH3:22])([CH3:21])[CH3:20])([CH3:18])[CH3:17])=[CH:8][CH:7]=2)[CH:5]=[N:4][N:3]=[N:2]1. Product: [N:1]1([C:6]2[N:11]=[CH:10][C:9]([CH2:12][C:13](=[O:23])[CH2:14][O:15][Si:16]([C:19]([CH3:21])([CH3:20])[CH3:22])([CH3:17])[CH3:18])=[CH:8][CH:7]=2)[CH:5]=[N:4][N:3]=[N:2]1. The catalyst class is: 2. (7) Reactant: [F:1][C:2]1[CH:7]=[C:6]([CH3:8])[CH:5]=[CH:4][C:3]=1[C:9]1[CH:10]=[N:11][CH:12]=[C:13]([CH:17]=1)[C:14]([OH:16])=[O:15].ClC1C=CC=C(C(OO)=[O:26])C=1. Product: [F:1][C:2]1[CH:7]=[C:6]([CH3:8])[CH:5]=[CH:4][C:3]=1[C:9]1[CH:10]=[N+:11]([O-:26])[CH:12]=[C:13]([CH:17]=1)[C:14]([OH:16])=[O:15]. The catalyst class is: 98. (8) Reactant: [S:1]1[CH:5]=[C:4]([C:6]2[CH:11]=[CH:10][CH:9]=[CH:8][C:7]=2[OH:12])N=N1.Br[CH2:14][C:15]1[CH:20]=[CH:19][C:18]([B:21]2[O:25][C:24]([CH3:27])([CH3:26])[C:23]([CH3:29])([CH3:28])[O:22]2)=[CH:17][CH:16]=1.C(=O)([O-])[O-].[K+].[K+]. Product: [CH3:26][C:24]1([CH3:27])[C:23]([CH3:28])([CH3:29])[O:22][B:21]([C:18]2[CH:17]=[CH:16][C:15]([CH2:14][S:1][C:5]3[O:12][C:7]4[CH:8]=[CH:9][CH:10]=[CH:11][C:6]=4[CH:4]=3)=[CH:20][CH:19]=2)[O:25]1. The catalyst class is: 10.